From a dataset of Reaction yield outcomes from USPTO patents with 853,638 reactions. Predict the reaction yield, written as a fraction of the theoretical maximum amount of product (1.0 means a 100% yield; for example, 0.34 means a 34% yield). (1) The reactants are [CH3:1][CH:2]1[CH2:11][CH:10]([NH:12][CH2:13][C:14]#[CH:15])[C:9]2[C:4](=[CH:5][CH:6]=[CH:7][CH:8]=2)[N:3]1[C:16]([C:18]1[CH:23]=[CH:22][CH:21]=[CH:20][CH:19]=1)=[O:17].C(N([CH:30]([CH3:32])C)CC)(C)C.ClCCl.C(=O)([O-])[O-:37].[K+].[K+]. The catalyst is O1CCOCC1. The product is [C:16]([N:3]1[C:4]2[C:9](=[CH:8][CH:7]=[CH:6][CH:5]=2)[CH:10]([N:12]([CH2:13][C:14]#[CH:15])[C:30](=[O:37])[CH3:32])[CH2:11][CH:2]1[CH3:1])(=[O:17])[C:18]1[CH:23]=[CH:22][CH:21]=[CH:20][CH:19]=1. The yield is 0.588. (2) The reactants are [CH3:1][N:2]([CH3:22])[C@H:3]1[CH2:8][CH2:7][C@H:6]([N:9]([CH2:20][CH3:21])[C:10]2[S:14][CH:13]=[C:12]([C:15]([O:17]C)=[O:16])[C:11]=2[CH3:19])[CH2:5][CH2:4]1.[OH-].[Na+].Cl. The catalyst is CO. The product is [CH3:22][N:2]([CH3:1])[C@H:3]1[CH2:4][CH2:5][C@H:6]([N:9]([CH2:20][CH3:21])[C:10]2[S:14][CH:13]=[C:12]([C:15]([OH:17])=[O:16])[C:11]=2[CH3:19])[CH2:7][CH2:8]1. The yield is 0.950.